Dataset: Forward reaction prediction with 1.9M reactions from USPTO patents (1976-2016). Task: Predict the product of the given reaction. (1) The product is: [F:1][C:2]([F:10])([F:11])[C:3]1[CH:9]=[CH:8][CH:7]=[CH:6][C:4]=1[NH:5][C:25]([CH:22]1[CH2:23][CH2:24][NH:19][CH2:20][CH2:21]1)=[O:26].[C:12]([O:16][C:17]([N:19]1[CH2:24][CH2:23][CH:22]([C:25](=[O:26])[NH:5][C:4]2[CH:6]=[CH:7][CH:8]=[CH:9][C:3]=2[C:2]([F:10])([F:11])[F:1])[CH2:21][CH2:20]1)=[O:18])([CH3:15])([CH3:14])[CH3:13]. Given the reactants [F:1][C:2]([F:11])([F:10])[C:3]1[CH:9]=[CH:8][CH:7]=[CH:6][C:4]=1[NH2:5].[C:12]([O:16][C:17]([N:19]1[CH2:24][CH2:23][CH:22]([C:25](Cl)=[O:26])[CH2:21][CH2:20]1)=[O:18])([CH3:15])([CH3:14])[CH3:13].C(N(CC)CC)C.O, predict the reaction product. (2) Given the reactants [S:1]1[CH:5]=[CH:4][CH:3]=[C:2]1[CH2:6][NH:7][C:8]([C:10]12[CH2:19][CH:14]3[CH2:15][CH:16]([CH2:18][CH:12]([CH2:13]3)[CH2:11]1)[CH2:17]2)=[O:9].[Li][CH2:21][CH2:22][CH2:23]C, predict the reaction product. The product is: [CH:22]([N:7]([CH2:6][C:2]1[S:1][CH:5]=[CH:4][CH:3]=1)[C:8]([C:10]12[CH2:19][CH:14]3[CH2:15][CH:16]([CH2:18][CH:12]([CH2:13]3)[CH2:11]1)[CH2:17]2)=[O:9])([CH3:23])[CH3:21]. (3) Given the reactants S(=O)(=O)(O)O.[N+:6]([O-:9])([OH:8])=[O:7].C(O)C(O)C[O:13][CH2:14][CH:15]([OH:18])[CH2:16][OH:17], predict the reaction product. The product is: [N+:6]([O-:9])([OH:8])=[O:7].[N+:6]([O-:9])([OH:8])=[O:7].[N+:6]([O-:9])([OH:8])=[O:7].[N+:6]([O-:9])([OH:8])=[O:7].[OH:13][CH2:14][CH:15]([CH2:16][OH:17])[OH:18].[OH:13][CH2:14][CH:15]([CH2:16][OH:17])[OH:18].